From a dataset of Peptide-MHC class I binding affinity with 185,985 pairs from IEDB/IMGT. Regression. Given a peptide amino acid sequence and an MHC pseudo amino acid sequence, predict their binding affinity value. This is MHC class I binding data. (1) The peptide sequence is METQTSTWF. The MHC is Mamu-A11 with pseudo-sequence Mamu-A11. The binding affinity (normalized) is 0.362. (2) The peptide sequence is EALYYVHSL. The MHC is HLA-A02:02 with pseudo-sequence HLA-A02:02. The binding affinity (normalized) is 0.117. (3) The peptide sequence is DDIIEFAHRV. The MHC is H-2-Kd with pseudo-sequence H-2-Kd. The binding affinity (normalized) is 0.401. (4) The peptide sequence is RPSTKNFFEL. The MHC is HLA-A24:02 with pseudo-sequence HLA-A24:02. The binding affinity (normalized) is 0.00612.